From a dataset of Forward reaction prediction with 1.9M reactions from USPTO patents (1976-2016). Predict the product of the given reaction. Given the reactants CC1(C)CCCC(C)(C)N1.C([Li])CCC.[Cl:16][C:17]1[C:22]([F:23])=[CH:21][CH:20]=[CH:19][C:18]=1[F:24].[C:25]([O:44][CH2:45][C@@H:46]1[C@@H:53]2[C:49](=[N:50][O:51][CH2:52]2)[CH2:48][O:47]1)([C:38]1[CH:43]=[CH:42][CH:41]=[CH:40][CH:39]=1)([C:32]1[CH:37]=[CH:36][CH:35]=[CH:34][CH:33]=1)[C:26]1[CH:31]=[CH:30][CH:29]=[CH:28][CH:27]=1, predict the reaction product. The product is: [Cl:16][C:17]1[C:22]([F:23])=[C:21]([C@:49]23[CH2:48][O:47][C@H:46]([CH2:45][O:44][C:25]([C:26]4[CH:31]=[CH:30][CH:29]=[CH:28][CH:27]=4)([C:32]4[CH:33]=[CH:34][CH:35]=[CH:36][CH:37]=4)[C:38]4[CH:43]=[CH:42][CH:41]=[CH:40][CH:39]=4)[C@H:53]2[CH2:52][O:51][NH:50]3)[CH:20]=[CH:19][C:18]=1[F:24].